Dataset: Forward reaction prediction with 1.9M reactions from USPTO patents (1976-2016). Task: Predict the product of the given reaction. (1) Given the reactants C=O.[CH:3]1([N:6]2[C:10]3[C:11]([O:29][C@@H:30]([C@@H:32]4[CH2:36][C:35](=[O:37])[NH:34][CH2:33]4)[CH3:31])=[N:12][C:13]([C:15]4[CH:23]=[C:22]5[C:18]([C:19]6([CH2:28][NH:27][CH2:26]6)[C:20](=[O:25])[N:21]5[CH3:24])=[CH:17][CH:16]=4)=[CH:14][C:9]=3[N:8]=[CH:7]2)[CH2:5][CH2:4]1.[C:38](O[BH-](OC(=O)C)OC(=O)C)(=O)C.[Na+], predict the reaction product. The product is: [CH:3]1([N:6]2[C:10]3[C:11]([O:29][C@@H:30]([C@@H:32]4[CH2:36][C:35](=[O:37])[NH:34][CH2:33]4)[CH3:31])=[N:12][C:13]([C:15]4[CH:23]=[C:22]5[C:18]([C:19]6([CH2:26][N:27]([CH3:38])[CH2:28]6)[C:20](=[O:25])[N:21]5[CH3:24])=[CH:17][CH:16]=4)=[CH:14][C:9]=3[N:8]=[CH:7]2)[CH2:5][CH2:4]1. (2) The product is: [ClH:34].[ClH:34].[CH3:20][N:12]1[CH2:11][C@H:10]2[C@H:15]([C:16]3[CH:1]=[CH:2][CH:3]=[C:4]4[C:17]=3[N:8]([CH2:7][CH2:6][CH2:5]4)[CH2:9]2)[CH2:14][CH2:13]1. Given the reactants [CH:1]1[C:16]2=[C:17]3[C:4]([CH2:5][CH2:6][CH2:7][N:8]3[CH2:9][C@@H:10]3[C@H:15]2[CH2:14][CH2:13][NH:12][CH2:11]3)=[CH:3][CH:2]=1.C=O.[C:20](O[BH-](OC(=O)C)OC(=O)C)(=O)C.[Na+].[ClH:34], predict the reaction product. (3) Given the reactants C(N[C:5]1[C:14]2[C:9](=[CH:10][C:11]([O:15][CH3:16])=[CH:12][CH:13]=2)[C:8]([C:17]2[CH:22]=[CH:21][CH:20]=[CH:19][CH:18]=2)=[C:7]([C:23]#[N:24])[N:6]=1)C=C.[OH:25][C@@H:26]1[C@@H:30]([OH:31])[CH2:29][NH:28][CH2:27]1, predict the reaction product. The product is: [OH:25][C@@H:26]1[C@@H:30]([OH:31])[CH2:29][N:28]([C:5]2[C:14]3[C:9](=[CH:10][C:11]([O:15][CH3:16])=[CH:12][CH:13]=3)[C:8]([C:17]3[CH:22]=[CH:21][CH:20]=[CH:19][CH:18]=3)=[C:7]([C:23]#[N:24])[N:6]=2)[CH2:27]1. (4) Given the reactants [CH2:1]([N:8]1[CH2:13][CH2:12][N:11]([CH2:14][CH:15]=[CH:16][C:17]([O:19][CH3:20])=[O:18])[CH2:10][CH2:9]1)[C:2]1[CH:7]=[CH:6][CH:5]=[CH:4][CH:3]=1.[H][H], predict the reaction product. The product is: [CH2:1]([N:8]1[CH2:9][CH2:10][N:11]([CH2:14][CH2:15][CH2:16][C:17]([O:19][CH3:20])=[O:18])[CH2:12][CH2:13]1)[C:2]1[CH:3]=[CH:4][CH:5]=[CH:6][CH:7]=1. (5) Given the reactants Br[C:2]1[CH:11]=[CH:10][C:9]2[N:8]=[CH:7][C:6]3[N:12]([CH3:23])[C:13](=[O:22])[N:14]([C:15]4[C:16]([CH3:21])=[N:17][N:18]([CH3:20])[CH:19]=4)[C:5]=3[C:4]=2[CH:3]=1.CC1(C)C(C)(C)OB([C:32]2[CH:33]=[C:34]([C:38]3([C:42]#[N:43])[CH2:41][CH2:40][CH2:39]3)[CH:35]=[N:36][CH:37]=2)O1, predict the reaction product. The product is: [CH3:20][N:18]1[CH:19]=[C:15]([N:14]2[C:5]3[C:4]4[CH:3]=[C:2]([C:32]5[CH:33]=[C:34]([C:38]6([C:42]#[N:43])[CH2:41][CH2:40][CH2:39]6)[CH:35]=[N:36][CH:37]=5)[CH:11]=[CH:10][C:9]=4[N:8]=[CH:7][C:6]=3[N:12]([CH3:23])[C:13]2=[O:22])[C:16]([CH3:21])=[N:17]1. (6) The product is: [OH:33][CH2:32][CH2:31][CH:28]1[CH2:29][CH2:30][N:25]([C:2]2[N:7]3[N:8]=[C:9]([CH3:11])[CH:10]=[C:6]3[N:5]=[C:4]([NH:12][C:13](=[O:24])[C:14]3[CH:19]=[CH:18][C:17]([C:20]([OH:23])([CH3:22])[CH3:21])=[CH:16][CH:15]=3)[CH:3]=2)[CH2:26][CH2:27]1. Given the reactants Cl[C:2]1[N:7]2[N:8]=[C:9]([CH3:11])[CH:10]=[C:6]2[N:5]=[C:4]([NH:12][C:13](=[O:24])[C:14]2[CH:19]=[CH:18][C:17]([C:20]([OH:23])([CH3:22])[CH3:21])=[CH:16][CH:15]=2)[CH:3]=1.[NH:25]1[CH2:30][CH2:29][CH:28]([CH2:31][CH2:32][OH:33])[CH2:27][CH2:26]1, predict the reaction product.